Dataset: Retrosynthesis with 50K atom-mapped reactions and 10 reaction types from USPTO. Task: Predict the reactants needed to synthesize the given product. (1) Given the product Cc1ccc(Cc2nc([C@H]3CC[C@H](NC(=O)OC(C)(C)C)C3)no2)cc1, predict the reactants needed to synthesize it. The reactants are: Cc1ccc(CC(=O)O/N=C(\N)[C@H]2CC[C@H](NC(=O)OC(C)(C)C)C2)cc1. (2) Given the product CC1(C)OC(=O)c2cc(N(Cc3ccc(C#Cc4ccc(Cl)cc4)cc3)C(=O)c3ccno3)ccc2O1, predict the reactants needed to synthesize it. The reactants are: CC1(C)OC(=O)c2cc(NCc3ccc(C#Cc4ccc(Cl)cc4)cc3)ccc2O1.O=C(Cl)c1ccno1.